From a dataset of Reaction yield outcomes from USPTO patents with 853,638 reactions. Predict the reaction yield, written as a fraction of the theoretical maximum amount of product (1.0 means a 100% yield; for example, 0.34 means a 34% yield). (1) The reactants are [CH3:1][C:2]1[CH:3]=[CH:4][C:5]([N+:25]([O-])=O)=[C:6]([NH:8][CH:9]2[CH2:14][CH2:13][N:12]([C@H:15]3[CH2:20][CH2:19][C@@H:18]([O:21][CH2:22][CH2:23][CH3:24])[CH2:17][CH2:16]3)[CH2:11][CH2:10]2)[CH:7]=1.O.NN. The yield is 0.980. The product is [NH2:25][C:5]1[CH:4]=[CH:3][C:2]([CH3:1])=[CH:7][C:6]=1[NH:8][CH:9]1[CH2:10][CH2:11][N:12]([C@H:15]2[CH2:20][CH2:19][C@@H:18]([O:21][CH2:22][CH2:23][CH3:24])[CH2:17][CH2:16]2)[CH2:13][CH2:14]1. The catalyst is C(O)C.[Ni]. (2) The reactants are [N+:1]([CH2:4][CH:5]([C:7]1[CH:12]=[CH:11][C:10]([O:13][C:14]2[CH:19]=[CH:18][CH:17]=[CH:16][CH:15]=2)=[CH:9][CH:8]=1)[O-])([O-:3])=[O:2].[Na+].C(OC(=O)C)(=O)C.C(N(CC)CC)C. The catalyst is O1CCCC1. The product is [N+:1](/[CH:4]=[CH:5]/[C:7]1[CH:12]=[CH:11][C:10]([O:13][C:14]2[CH:19]=[CH:18][CH:17]=[CH:16][CH:15]=2)=[CH:9][CH:8]=1)([O-:3])=[O:2]. The yield is 0.700. (3) The reactants are [CH:1]1[C:12]2=[C:13]3[CH:8]([CH2:9][CH2:10][CH2:11]2)[CH2:7][CH2:6][CH2:5][C:4]3=[CH:3][C:2]=1[NH:14][C:15]([C:17]1[CH:18]=[CH:19][C:20]([C:23]([O:25]C)=[O:24])=[N:21][CH:22]=1)=[O:16].[OH-].[Na+].Cl. The catalyst is C(O)C. The product is [CH:1]1[C:12]2=[C:13]3[CH:8]([CH2:9][CH2:10][CH2:11]2)[CH2:7][CH2:6][CH2:5][C:4]3=[CH:3][C:2]=1[NH:14][C:15]([C:17]1[CH:18]=[CH:19][C:20]([C:23]([OH:25])=[O:24])=[N:21][CH:22]=1)=[O:16]. The yield is 0.970. (4) The reactants are C(O)(C(F)(F)F)=O.[NH2:8][C:9](=[O:47])[CH2:10][C:11]1[CH:46]=[CH:45][CH:44]=[CH:43][C:12]=1[CH2:13][CH2:14][C:15]1[C:20]([CH3:21])=[CH:19][N:18]=[C:17]([NH:22][C:23]2[CH:42]=[CH:41][C:26]([O:27][CH:28]3[CH2:33][CH2:32][N:31](C(OC(C)(C)C)=O)[CH2:30][CH2:29]3)=[CH:25][CH:24]=2)[N:16]=1. The catalyst is C(Cl)Cl. The product is [CH3:21][C:20]1[C:15]([CH2:14][CH2:13][C:12]2[CH:43]=[CH:44][CH:45]=[CH:46][C:11]=2[CH2:10][C:9]([NH2:8])=[O:47])=[N:16][C:17]([NH:22][C:23]2[CH:42]=[CH:41][C:26]([O:27][CH:28]3[CH2:33][CH2:32][NH:31][CH2:30][CH2:29]3)=[CH:25][CH:24]=2)=[N:18][CH:19]=1. The yield is 0.830. (5) The reactants are F[C:2]1[C:7]([F:8])=[CH:6][CH:5]=[C:4]([F:9])[N:3]=1.[CH3:10][O-:11].[Na+]. The catalyst is CO.[Cl-].[Na+].O. The product is [F:8][C:7]1[C:2]([O:11][CH3:10])=[N:3][C:4]([F:9])=[CH:5][CH:6]=1. The yield is 0.790. (6) The reactants are [Cl:1][C:2]1[CH:3]=[C:4]2[C:9](=[CH:10][CH:11]=1)[C:8](=[O:12])[N:7]([C:13]1[CH:14]=[N:15][CH:16]=[C:17]([CH2:19][OH:20])[CH:18]=1)[CH2:6][CH2:5]2.[H-].[Na+].[H][H].[CH3:25]I. The catalyst is C1COCC1. The product is [Cl:1][C:2]1[CH:3]=[C:4]2[C:9](=[CH:10][CH:11]=1)[C:8](=[O:12])[N:7]([C:13]1[CH:14]=[N:15][CH:16]=[C:17]([CH2:19][O:20][CH3:25])[CH:18]=1)[CH2:6][CH2:5]2. The yield is 0.148. (7) The reactants are [CH2:1]([O:3][C:4](=[O:12])[C:5]1[CH:10]=[CH:9][CH:8]=[C:7]([NH2:11])[CH:6]=1)[CH3:2].N1C(C)=CC=CC=1C.Cl[C:22]([O:24][CH2:25][CH:26]=[CH2:27])=[O:23]. The catalyst is C(Cl)Cl. The product is [CH2:25]([O:24][C:22]([NH:11][C:7]1[CH:6]=[C:5]([CH:10]=[CH:9][CH:8]=1)[C:4]([O:3][CH2:1][CH3:2])=[O:12])=[O:23])[CH:26]=[CH2:27]. The yield is 0.800. (8) The reactants are [CH2:1]([N:3]([CH2:11][CH3:12])[C:4]([C:6]1[CH:10]=[CH:9][O:8][CH:7]=1)=[O:5])[CH3:2].[C:13]1(B2OCC(C)(C)CO2)[CH:18]=[CH:17][CH:16]=[CH:15][CH:14]=1. The catalyst is C1(C)C=CC=CC=1. The product is [CH2:11]([N:3]([CH2:1][CH3:2])[C:4]([C:6]1[CH:10]=[CH:9][O:8][C:7]=1[C:13]1[CH:18]=[CH:17][CH:16]=[CH:15][CH:14]=1)=[O:5])[CH3:12]. The yield is 0.900. (9) The reactants are CC(C)([O-])C.[K+].[F:7][C:8]1[CH:9]=[C:10]([OH:14])[CH:11]=[CH:12][CH:13]=1.[CH2:15]([O:17][C:18](=[O:23])[CH:19]=[C:20](Cl)[CH3:21])[CH3:16]. The catalyst is O1CCCC1. The product is [CH2:15]([O:17][C:18](=[O:23])/[CH:19]=[C:20](/[O:14][C:10]1[CH:11]=[CH:12][CH:13]=[C:8]([F:7])[CH:9]=1)\[CH3:21])[CH3:16]. The yield is 0.860. (10) The reactants are [NH2:1][C:2]1[CH:22]=[C:21]([C:23]2[N:27]=[C:26]([CH3:28])[O:25][N:24]=2)[CH:20]=[CH:19][C:3]=1[CH2:4][NH:5][C:6](=[O:18])[C:7]1[CH:12]=[C:11]([O:13][CH3:14])[C:10]([CH3:15])=[C:9]([O:16][CH3:17])[CH:8]=1.Br[C:30]1[CH:35]=[CH:34][CH:33]=[CH:32][CH:31]=1.[OH-].[K+].O. The catalyst is [Br-].C([N+](C)(C)C)CCCCCCCCCCCCCCC.C1(C)C=CC=CC=1.[Pd]. The product is [CH3:17][O:16][C:9]1[CH:8]=[C:7]([CH:12]=[C:11]([O:13][CH3:14])[C:10]=1[CH3:15])[C:6]([NH:5][CH2:4][C:3]1[CH:19]=[CH:20][C:21]([C:23]2[N:27]=[C:26]([CH3:28])[O:25][N:24]=2)=[CH:22][C:2]=1[NH:1][C:30]1[CH:35]=[CH:34][CH:33]=[CH:32][CH:31]=1)=[O:18]. The yield is 0.400.